This data is from Catalyst prediction with 721,799 reactions and 888 catalyst types from USPTO. The task is: Predict which catalyst facilitates the given reaction. (1) Reactant: Cl.[CH:2]1([CH:7]([C:9]2[CH:14]=[C:13]([CH3:15])[C:12]([N:16]3[CH:20]=[C:19]([C:21]([F:24])([F:23])[F:22])[CH:18]=[N:17]3)=[C:11]([CH3:25])[CH:10]=2)[NH2:8])[CH2:6][CH2:5][CH2:4][CH2:3]1.C(=O)([O-])[O-].[K+].[K+].F[C:33]1[CH:42]=[CH:41][C:36]([C:37]([O:39][CH3:40])=[O:38])=[CH:35][N:34]=1. Product: [CH:2]1([CH:7]([NH:8][C:33]2[CH:42]=[CH:41][C:36]([C:37]([O:39][CH3:40])=[O:38])=[CH:35][N:34]=2)[C:9]2[CH:10]=[C:11]([CH3:25])[C:12]([N:16]3[CH:20]=[C:19]([C:21]([F:23])([F:24])[F:22])[CH:18]=[N:17]3)=[C:13]([CH3:15])[CH:14]=2)[CH2:6][CH2:5][CH2:4][CH2:3]1. The catalyst class is: 35. (2) The catalyst class is: 1. Product: [Cl:1][C:2]1[CH:3]=[CH:4][C:5]([CH2:6][C:7]2[N:8]=[C:9]([C:18]3[CH:23]=[CH:22][N:21]=[CH:20][CH:19]=3)[S:10][C:11]=2[CH:12]=[O:13])=[CH:24][CH:25]=1. Reactant: [Cl:1][C:2]1[CH:25]=[CH:24][C:5]([CH2:6][C:7]2[N:8]=[C:9]([C:18]3[CH:23]=[CH:22][N:21]=[CH:20][CH:19]=3)[S:10][C:11]=2[C:12](N(OC)C)=[O:13])=[CH:4][CH:3]=1.[H-].C([Al+]CC(C)C)C(C)C.CCCCCC. (3) Reactant: [CH3:1][C:2]1[CH:3]=[C:4]([CH:22]=[CH:23][C:24]=1[N+:25]([O-])=O)[CH2:5][N:6]1[C:10](=[O:11])[N:9]([C:12]2[CH:17]=[CH:16][C:15]([C:18]([F:21])([F:20])[F:19])=[CH:14][CH:13]=2)[N:8]=[N:7]1. Product: [NH2:25][C:24]1[CH:23]=[CH:22][C:4]([CH2:5][N:6]2[C:10](=[O:11])[N:9]([C:12]3[CH:13]=[CH:14][C:15]([C:18]([F:21])([F:20])[F:19])=[CH:16][CH:17]=3)[N:8]=[N:7]2)=[CH:3][C:2]=1[CH3:1]. The catalyst class is: 349. (4) Reactant: [C:1]1([CH2:7][OH:8])[CH:6]=[CH:5][CH:4]=[CH:3][CH:2]=1.[H-].[Na+].[Cl:11][C:12]1[C:17]([NH2:18])=[C:16](Cl)[N:15]=[C:14]([S:20][CH3:21])[N:13]=1. Product: [CH2:7]([O:8][C:16]1[C:17]([NH2:18])=[C:12]([Cl:11])[N:13]=[C:14]([S:20][CH3:21])[N:15]=1)[C:1]1[CH:6]=[CH:5][CH:4]=[CH:3][CH:2]=1. The catalyst class is: 1. (5) Reactant: [Cl:1][C:2]1[CH:7]=[CH:6][CH:5]=[CH:4][C:3]=1[C:8]1[C:9]([CH2:23][C:24]([NH:26][C:27](=[NH:33])[N:28]2[CH:32]=[CH:31][CH:30]=N2)=[O:25])=[C:10]([C:13]2[CH:18]=[CH:17][C:16]([O:19][CH2:20][CH2:21][CH3:22])=[CH:15][CH:14]=2)[S:11][CH:12]=1.NCCC[OH:38].C(N(C(C)C)CC)(C)C. Product: [Cl:1][C:2]1[CH:7]=[CH:6][CH:5]=[CH:4][C:3]=1[C:8]1[C:9]([CH2:23][C:24]([NH:26][C:27]([NH:28][CH2:32][CH2:31][CH2:30][OH:38])=[NH:33])=[O:25])=[C:10]([C:13]2[CH:18]=[CH:17][C:16]([O:19][CH2:20][CH2:21][CH3:22])=[CH:15][CH:14]=2)[S:11][CH:12]=1. The catalyst class is: 2. (6) Reactant: [Br:1][C:2]1[CH:7]=[CH:6][C:5]([S:8][CH2:9][C:10](=O)[CH3:11])=[CH:4][CH:3]=1.CCCCCC. Product: [Br:1][C:2]1[CH:7]=[CH:6][C:5]2[S:8][CH:9]=[C:10]([CH3:11])[C:4]=2[CH:3]=1. The catalyst class is: 11. (7) Reactant: [Cl:1][C:2]1[CH:16]=[C:15]([Cl:17])[CH:14]=[CH:13][C:3]=1[O:4][CH2:5][CH2:6][C:7]([CH3:12])([CH3:11])[C:8]([OH:10])=O.C1C=CC2N(O)N=NC=2C=1.CCN=C=NCCCN(C)C.CCN(C(C)C)C(C)C.[NH2:48][CH:49]1[CH:56]2[CH2:57][C:52]3([OH:59])[CH2:53][CH:54]([CH2:58][CH:50]1[CH2:51]3)[CH2:55]2. Product: [Cl:1][C:2]1[CH:16]=[C:15]([Cl:17])[CH:14]=[CH:13][C:3]=1[O:4][CH2:5][CH2:6][C:7]([CH3:12])([CH3:11])[C:8]([NH:48][CH:49]1[CH:50]2[CH2:58][CH:54]3[CH2:53][C:52]([OH:59])([CH2:57][CH:56]1[CH2:55]3)[CH2:51]2)=[O:10]. The catalyst class is: 3.